Dataset: Full USPTO retrosynthesis dataset with 1.9M reactions from patents (1976-2016). Task: Predict the reactants needed to synthesize the given product. (1) The reactants are: C([O:3][C:4]([C:6]1[O:10][N:9]=[C:8]([CH3:11])[CH:7]=1)=[O:5])C.[OH-].[Na+].CO.Cl. Given the product [CH3:11][C:8]1[CH:7]=[C:6]([C:4]([OH:5])=[O:3])[O:10][N:9]=1, predict the reactants needed to synthesize it. (2) Given the product [ClH:17].[CH2:11]1[C:10]2([CH2:13][CH2:14][CH2:15][CH:8]([NH2:7])[CH2:9]2)[CH2:12]1, predict the reactants needed to synthesize it. The reactants are: C(OC(=O)[NH:7][CH:8]1[CH2:15][CH2:14][CH2:13][C:10]2([CH2:12][CH2:11]2)[CH2:9]1)(C)(C)C.[ClH:17]. (3) Given the product [F:13][C:2]([F:1])([F:14])[C:3]1[N:4]=[CH:5][C:6]([CH2:7][OH:8])=[CH:11][CH:12]=1, predict the reactants needed to synthesize it. The reactants are: [F:1][C:2]([F:14])([F:13])[C:3]1[CH:12]=[CH:11][C:6]([C:7](OC)=[O:8])=[CH:5][N:4]=1.[BH4-].[Na+]. (4) Given the product [F:52][C:2]([F:1])([F:51])[C:3]1[CH:4]=[C:5]([C@H:13]2[O:17][C:16](=[O:18])[N:15]([CH2:19][C:20]3[CH:25]=[C:24]([C:26]([F:27])([F:28])[F:29])[CH:23]=[C:22]([I:30])[C:21]=3[C:31]3[CH:32]=[C:33]([C:39]4[CH:44]=[CH:43][C:42]([C:45]([OH:47])=[O:46])=[CH:41][C:40]=4[CH3:49])[CH:34]=[CH:35][C:36]=3[O:37][CH3:38])[C@H:14]2[CH3:50])[CH:6]=[C:7]([C:9]([F:12])([F:11])[F:10])[CH:8]=1, predict the reactants needed to synthesize it. The reactants are: [F:1][C:2]([F:52])([F:51])[C:3]1[CH:4]=[C:5]([C@H:13]2[O:17][C:16](=[O:18])[N:15]([CH2:19][C:20]3[CH:25]=[C:24]([C:26]([F:29])([F:28])[F:27])[CH:23]=[C:22]([I:30])[C:21]=3[C:31]3[CH:32]=[C:33]([C:39]4[CH:44]=[CH:43][C:42]([C:45]([O:47]C)=[O:46])=[CH:41][C:40]=4[CH3:49])[CH:34]=[CH:35][C:36]=3[O:37][CH3:38])[C@H:14]2[CH3:50])[CH:6]=[C:7]([C:9]([F:12])([F:11])[F:10])[CH:8]=1.O[Li].O.CCOC(C)=O.CCCCCC. (5) The reactants are: N[C:2]1[CH:3]=[C:4]2[C:9](=[CH:10][CH:11]=1)[C:8](=[O:12])[N:7](C1CCCCC1NS(C)(=O)=O)[CH:6](C1C=CC(Cl)=CC=1Cl)[CH:5]2[C:32]([NH:34][O:35][CH2:36][C:37]1[CH:42]=[CH:41][CH:40]=[CH:39][N:38]=1)=[O:33].C=O.S(=O)(=O)(O)O.[BH4-].[Na+]. Given the product [O:12]=[C:8]1[C:9]2[C:4](=[CH:3][CH:2]=[CH:11][CH:10]=2)[CH:5]([C:32]([NH:34][O:35][CH2:36][C:37]2[CH:42]=[CH:41][CH:40]=[CH:39][N:38]=2)=[O:33])[CH2:6][NH:7]1, predict the reactants needed to synthesize it. (6) The reactants are: [OH-].[Na+].[S:3]1[CH2:7][C:6](=[O:8])[NH:5][C:4]1=[O:9].[F:10][C:11]([F:25])([F:24])[C:12]1[CH:13]=[C:14]([CH:17]=[C:18]([C:20]([F:23])([F:22])[F:21])[CH:19]=1)[CH2:15]Br.C(O)C. Given the product [F:10][C:11]([F:24])([F:25])[C:12]1[CH:13]=[C:14]([CH:17]=[C:18]([C:20]([F:23])([F:21])[F:22])[CH:19]=1)[CH2:15][N:5]1[C:6](=[O:8])[CH2:7][S:3][C:4]1=[O:9], predict the reactants needed to synthesize it. (7) Given the product [CH3:18][O:17][C:15]([C:14]1[N:1]=[C:2]2[CH:7]=[CH:6][C:5]([Br:8])=[CH:4][N:3]2[C:23](=[O:24])[C:13]=1[OH:12])=[O:16], predict the reactants needed to synthesize it. The reactants are: [NH2:1][C:2]1[CH:7]=[CH:6][C:5]([Br:8])=[CH:4][N:3]=1.C([O:12]/[C:13](/[C:23](OC)=[O:24])=[C:14](/OC(=O)C)\[C:15]([O:17][CH3:18])=[O:16])(=O)C.